Dataset: Forward reaction prediction with 1.9M reactions from USPTO patents (1976-2016). Task: Predict the product of the given reaction. (1) The product is: [Br:1][C:2]1[CH:3]=[CH:4][C:5]2[O:9][C:8]([CH2:10][N:19]3[CH2:23][CH2:22][CH2:21][CH2:20]3)=[N:7][C:6]=2[CH:12]=1. Given the reactants [Br:1][C:2]1[CH:3]=[CH:4][C:5]2[O:9][C:8]([CH2:10]Cl)=[N:7][C:6]=2[CH:12]=1.C([O-])([O-])=O.[K+].[K+].[NH:19]1[CH2:23][CH2:22][CH2:21][CH2:20]1, predict the reaction product. (2) Given the reactants [F:1][C:2]1[CH:3]=[C:4]([CH:15]=[C:16]([F:18])[CH:17]=1)[O:5][C:6]1[CH:11]=[CH:10][C:9]([CH2:12][OH:13])=[CH:8][C:7]=1[F:14].Cl[C:20]1[CH:30]=[C:24]2[N:25]([CH3:29])[CH2:26][CH2:27][CH2:28][N:23]2[C:22](=[O:31])[N:21]=1, predict the reaction product. The product is: [F:1][C:2]1[CH:3]=[C:4]([CH:15]=[C:16]([F:18])[CH:17]=1)[O:5][C:6]1[CH:11]=[CH:10][C:9]([CH2:12][O:13][C:20]2[CH:30]=[C:24]3[N:25]([CH3:29])[CH2:26][CH2:27][CH2:28][N:23]3[C:22](=[O:31])[N:21]=2)=[CH:8][C:7]=1[F:14]. (3) Given the reactants [CH2:1]([O:3][C:4](=[O:31])[C:5]([O:8][C:9]1[CH:14]=[CH:13][C:12]([O:15][CH2:16][CH2:17][C:18]2[N:19]=[C:20]([C:24]3[CH:29]=[CH:28][CH:27]=[C:26](Br)[CH:25]=3)[O:21][C:22]=2[CH3:23])=[CH:11][CH:10]=1)([CH3:7])[CH3:6])[CH3:2].B(O)(O)[C:33]1[C:42]2[C:37](=[CH:38][CH:39]=[CH:40][CH:41]=2)[CH:36]=[CH:35][CH:34]=1.C(O)C.C([O-])([O-])=O.[Na+].[Na+], predict the reaction product. The product is: [CH2:1]([O:3][C:4](=[O:31])[C:5]([CH3:7])([O:8][C:9]1[CH:14]=[CH:13][C:12]([O:15][CH2:16][CH2:17][C:18]2[N:19]=[C:20]([C:24]3[CH:29]=[CH:28][CH:27]=[C:26]([C:41]4[C:42]5[C:37](=[CH:36][CH:35]=[CH:34][CH:33]=5)[CH:38]=[CH:39][CH:40]=4)[CH:25]=3)[O:21][C:22]=2[CH3:23])=[CH:11][CH:10]=1)[CH3:6])[CH3:2]. (4) Given the reactants Br[C:2]1[CH:20]=[CH:19][C:5]([C:6]([NH:8][C:9]2[CH:18]=[CH:17][C:12]3[O:13][CH2:14][CH2:15][O:16][C:11]=3[CH:10]=2)=[O:7])=[CH:4][CH:3]=1.[S:21]1[CH:25]=[CH:24][CH:23]=[C:22]1B(O)O.C([O-])([O-])=O.[Na+].[Na+].CCO, predict the reaction product. The product is: [O:13]1[C:12]2[CH:17]=[CH:18][C:9]([NH:8][C:6](=[O:7])[C:5]3[CH:19]=[CH:20][C:2]([C:22]4[S:21][CH:25]=[CH:24][CH:23]=4)=[CH:3][CH:4]=3)=[CH:10][C:11]=2[O:16][CH2:15][CH2:14]1.